Task: Regression. Given two drug SMILES strings and cell line genomic features, predict the synergy score measuring deviation from expected non-interaction effect.. Dataset: NCI-60 drug combinations with 297,098 pairs across 59 cell lines (1) Drug 1: CC1=C(N=C(N=C1N)C(CC(=O)N)NCC(C(=O)N)N)C(=O)NC(C(C2=CN=CN2)OC3C(C(C(C(O3)CO)O)O)OC4C(C(C(C(O4)CO)O)OC(=O)N)O)C(=O)NC(C)C(C(C)C(=O)NC(C(C)O)C(=O)NCCC5=NC(=CS5)C6=NC(=CS6)C(=O)NCCC[S+](C)C)O. Drug 2: CS(=O)(=O)OCCCCOS(=O)(=O)C. Cell line: MCF7. Synergy scores: CSS=4.57, Synergy_ZIP=-1.19, Synergy_Bliss=0.908, Synergy_Loewe=-7.12, Synergy_HSA=-1.06. (2) Drug 1: C1C(C(OC1N2C=C(C(=O)NC2=O)F)CO)O. Drug 2: C1=CC=C(C(=C1)C(C2=CC=C(C=C2)Cl)C(Cl)Cl)Cl. Cell line: NCI-H460. Synergy scores: CSS=37.8, Synergy_ZIP=-2.01, Synergy_Bliss=-3.36, Synergy_Loewe=-52.7, Synergy_HSA=-3.91. (3) Drug 1: C1=CC(=CC=C1CC(C(=O)O)N)N(CCCl)CCCl.Cl. Drug 2: CN1C2=C(C=C(C=C2)N(CCCl)CCCl)N=C1CCCC(=O)O.Cl. Cell line: LOX IMVI. Synergy scores: CSS=2.89, Synergy_ZIP=-9.59, Synergy_Bliss=-14.6, Synergy_Loewe=-14.2, Synergy_HSA=-12.0. (4) Drug 1: CC1=C(C(=CC=C1)Cl)NC(=O)C2=CN=C(S2)NC3=CC(=NC(=N3)C)N4CCN(CC4)CCO. Drug 2: CCC1=C2CN3C(=CC4=C(C3=O)COC(=O)C4(CC)O)C2=NC5=C1C=C(C=C5)O. Cell line: HCT116. Synergy scores: CSS=36.5, Synergy_ZIP=7.68, Synergy_Bliss=3.98, Synergy_Loewe=-84.6, Synergy_HSA=-0.230.